This data is from Forward reaction prediction with 1.9M reactions from USPTO patents (1976-2016). The task is: Predict the product of the given reaction. (1) Given the reactants N[C:2]1[S:3][C:4]2[C:9]([NH:10][C@H:11]([CH2:14][CH2:15][CH3:16])[CH2:12][OH:13])=[N:8][C:7]([SH:17])=[N:6][C:5]=2[N:18]=1.[ClH:19].N([O-])=O.[Na+], predict the reaction product. The product is: [Cl:19][C:2]1[S:3][C:4]2[C:9]([NH:10][C@H:11]([CH2:14][CH2:15][CH3:16])[CH2:12][OH:13])=[N:8][C:7]([S:17][S:17][C:7]3[N:8]=[C:9]([NH:10][C@@H:11]([CH2:12][OH:13])[CH2:14][CH2:15][CH3:16])[C:4]4[S:3][C:2]([Cl:19])=[N:18][C:5]=4[N:6]=3)=[N:6][C:5]=2[N:18]=1. (2) Given the reactants [Cl:1][C:2]1[C:3]([C:15]([OH:17])=O)=[N:4][N:5]([C:8]2[CH:13]=[C:12]([I:14])[CH:11]=[CH:10][N:9]=2)[C:6]=1[CH3:7].[Cl-].[NH4+:19], predict the reaction product. The product is: [Cl:1][C:2]1[C:3]([C:15]([NH2:19])=[O:17])=[N:4][N:5]([C:8]2[CH:13]=[C:12]([I:14])[CH:11]=[CH:10][N:9]=2)[C:6]=1[CH3:7]. (3) Given the reactants C([O:8][C:9]1[C:14](=[O:15])[N:13]=[C:12]([CH2:16][C:17]2([C:22]3[CH:27]=[CH:26][C:25]([Cl:28])=[CH:24][CH:23]=3)[CH2:21][CH2:20][CH2:19][CH2:18]2)[N:11]2[CH2:29][CH2:30][N:31]([CH:34]([CH3:39])[C:35]([F:38])([F:37])[F:36])[C:32](=[O:33])[C:10]=12)C1C=CC=CC=1.Cl.C([O-])(O)=O.[Na+], predict the reaction product. The product is: [Cl:28][C:25]1[CH:26]=[CH:27][C:22]([C:17]2([CH2:16][C:12]3[N:11]4[CH2:29][CH2:30][N:31]([CH:34]([CH3:39])[C:35]([F:38])([F:37])[F:36])[C:32](=[O:33])[C:10]4=[C:9]([OH:8])[C:14](=[O:15])[N:13]=3)[CH2:18][CH2:19][CH2:20][CH2:21]2)=[CH:23][CH:24]=1. (4) Given the reactants [C:1]([C:5]1[N:6]=[C:7]([N:16]2[CH2:20][CH2:19][C:18]([F:22])([F:21])[CH2:17]2)[C:8]2[C:9](=[N:11][N:12]([CH2:14][CH3:15])[N:13]=2)[N:10]=1)([CH3:4])([CH3:3])[CH3:2].C(C1N=C(N2CCC(F)(F)C2)C2N=NNC=2N=1)(C)(C)C.BrCC1[CH:50]=[CH:49][CH:48]=[C:47]([F:51])[C:46]=1[Cl:52], predict the reaction product. The product is: [C:1]([C:5]1[N:6]=[C:7]([N:16]2[CH2:20][CH2:19][C:18]([F:21])([F:22])[CH2:17]2)[C:8]2[C:9](=[N:11][N:12]([CH2:14][C:15]3[CH:50]=[CH:49][CH:48]=[C:47]([F:51])[C:46]=3[Cl:52])[N:13]=2)[N:10]=1)([CH3:2])([CH3:3])[CH3:4]. (5) Given the reactants [H-].[Al+3].[Li+].[H-].[H-].[H-].CCOCC.[Cl-].[Cl-].[Cl-].[Al+3].[Cl:16][C:17]1[CH:18]=[C:19]([OH:28])[CH:20]=[CH:21][C:22]=1[CH:23]=[CH:24][N+:25]([O-])=O, predict the reaction product. The product is: [NH2:25][CH2:24][CH2:23][C:22]1[CH:21]=[CH:20][C:19]([OH:28])=[CH:18][C:17]=1[Cl:16].